From a dataset of Catalyst prediction with 721,799 reactions and 888 catalyst types from USPTO. Predict which catalyst facilitates the given reaction. (1) Reactant: [CH2:1]([O:3][C:4]([C:6]1[CH:7]=[N:8][NH:9][C:10](=[O:12])[CH:11]=1)=[O:5])[CH3:2].[C:13](=O)([O-])[O-].[K+].[K+].CI.C(OCC)(=O)C. Product: [CH2:1]([O:3][C:4]([C:6]1[CH:7]=[N:8][N:9]([CH3:13])[C:10](=[O:12])[CH:11]=1)=[O:5])[CH3:2]. The catalyst class is: 18. (2) Reactant: C(Cl)(=O)C(Cl)=O.CS(C)=O.[Br:11][C:12]1[CH:17]=[C:16]([Cl:18])[C:15]([O:19][CH3:20])=[CH:14][C:13]=1[CH2:21][OH:22].Cl. Product: [Br:11][C:12]1[CH:17]=[C:16]([Cl:18])[C:15]([O:19][CH3:20])=[CH:14][C:13]=1[CH:21]=[O:22]. The catalyst class is: 2. (3) Reactant: [CH2:1]([O:4][C:5]1[CH:6]=[C:7]([CH:10]=[CH:11][C:12]=1[O:13][CH2:14][CH2:15][Br:16])[CH:8]=[O:9])[C:2]#[CH:3].[BH4-].[Na+]. Product: [CH2:1]([O:4][C:5]1[CH:6]=[C:7]([CH2:8][OH:9])[CH:10]=[CH:11][C:12]=1[O:13][CH2:14][CH2:15][Br:16])[C:2]#[CH:3]. The catalyst class is: 92. (4) Reactant: [OH:1][CH2:2][CH2:3][N:4]([CH2:17][C:18]([F:21])([F:20])[F:19])[C:5]1[CH:12]=[CH:11][C:8]([C:9]#[N:10])=[C:7]([C:13]([F:16])([F:15])[F:14])[CH:6]=1.[F:22][C:23]1[CH:24]=[CH:25][C:26](=O)[NH:27][CH:28]=1. Product: [F:22][C:23]1[CH:24]=[CH:25][C:26]([O:1][CH2:2][CH2:3][N:4]([CH2:17][C:18]([F:19])([F:20])[F:21])[C:5]2[CH:12]=[CH:11][C:8]([C:9]#[N:10])=[C:7]([C:13]([F:15])([F:16])[F:14])[CH:6]=2)=[N:27][CH:28]=1. The catalyst class is: 57. (5) Reactant: [Cl-].[NH4+].O.[Cl:4][C:5]1[C:10]([C:11]([F:14])([F:13])[F:12])=[CH:9][C:8]([N+:15]([O-])=O)=[CH:7][N:6]=1. Product: [Cl:4][C:5]1[N:6]=[CH:7][C:8]([NH2:15])=[CH:9][C:10]=1[C:11]([F:14])([F:12])[F:13]. The catalyst class is: 5. (6) Reactant: F[C:2]1[CH:11]=[CH:10][C:5]([C:6]([NH:8][CH3:9])=[O:7])=[C:4]([N+:12]([O-:14])=[O:13])[CH:3]=1.[N:15]12[CH2:23][CH2:22][CH:19]([CH2:20][CH2:21]1)[NH:18][CH2:17][CH2:16]2.C(=O)([O-])[O-].[K+].[K+]. Product: [N:15]12[CH2:23][CH2:22][CH:19]([CH2:20][CH2:21]1)[N:18]([C:2]1[CH:11]=[CH:10][C:5]([C:6]([NH:8][CH3:9])=[O:7])=[C:4]([N+:12]([O-:14])=[O:13])[CH:3]=1)[CH2:17][CH2:16]2. The catalyst class is: 16.